From a dataset of NCI-60 drug combinations with 297,098 pairs across 59 cell lines. Regression. Given two drug SMILES strings and cell line genomic features, predict the synergy score measuring deviation from expected non-interaction effect. (1) Drug 1: CC1=C(C(CCC1)(C)C)C=CC(=CC=CC(=CC(=O)O)C)C. Drug 2: C(=O)(N)NO. Cell line: A498. Synergy scores: CSS=1.98, Synergy_ZIP=-1.46, Synergy_Bliss=0.130, Synergy_Loewe=-0.163, Synergy_HSA=0.0910. (2) Drug 1: CCCS(=O)(=O)NC1=C(C(=C(C=C1)F)C(=O)C2=CNC3=C2C=C(C=N3)C4=CC=C(C=C4)Cl)F. Drug 2: COC1=C(C=C2C(=C1)N=CN=C2NC3=CC(=C(C=C3)F)Cl)OCCCN4CCOCC4. Cell line: HCC-2998. Synergy scores: CSS=22.5, Synergy_ZIP=23.7, Synergy_Bliss=18.8, Synergy_Loewe=5.64, Synergy_HSA=7.68. (3) Drug 1: CC1=C(N=C(N=C1N)C(CC(=O)N)NCC(C(=O)N)N)C(=O)NC(C(C2=CN=CN2)OC3C(C(C(C(O3)CO)O)O)OC4C(C(C(C(O4)CO)O)OC(=O)N)O)C(=O)NC(C)C(C(C)C(=O)NC(C(C)O)C(=O)NCCC5=NC(=CS5)C6=NC(=CS6)C(=O)NCCC[S+](C)C)O. Drug 2: CN(C(=O)NC(C=O)C(C(C(CO)O)O)O)N=O. Cell line: MALME-3M. Synergy scores: CSS=4.91, Synergy_ZIP=-3.00, Synergy_Bliss=-0.927, Synergy_Loewe=-5.04, Synergy_HSA=-1.82. (4) Drug 1: CCCS(=O)(=O)NC1=C(C(=C(C=C1)F)C(=O)C2=CNC3=C2C=C(C=N3)C4=CC=C(C=C4)Cl)F. Drug 2: C1CCC(CC1)NC(=O)N(CCCl)N=O. Cell line: MCF7. Synergy scores: CSS=18.8, Synergy_ZIP=0.711, Synergy_Bliss=7.44, Synergy_Loewe=5.40, Synergy_HSA=5.58. (5) Drug 1: CC1=C2C(C(=O)C3(C(CC4C(C3C(C(C2(C)C)(CC1OC(=O)C(C(C5=CC=CC=C5)NC(=O)OC(C)(C)C)O)O)OC(=O)C6=CC=CC=C6)(CO4)OC(=O)C)O)C)O. Drug 2: N.N.Cl[Pt+2]Cl. Cell line: SK-MEL-28. Synergy scores: CSS=28.0, Synergy_ZIP=-5.54, Synergy_Bliss=-1.56, Synergy_Loewe=1.23, Synergy_HSA=0.582.